From a dataset of NCI-60 drug combinations with 297,098 pairs across 59 cell lines. Regression. Given two drug SMILES strings and cell line genomic features, predict the synergy score measuring deviation from expected non-interaction effect. Drug 1: CC1C(C(CC(O1)OC2CC(CC3=C2C(=C4C(=C3O)C(=O)C5=C(C4=O)C(=CC=C5)OC)O)(C(=O)CO)O)N)O.Cl. Drug 2: CC12CCC3C(C1CCC2O)C(CC4=C3C=CC(=C4)O)CCCCCCCCCS(=O)CCCC(C(F)(F)F)(F)F. Cell line: NCI-H522. Synergy scores: CSS=53.5, Synergy_ZIP=-0.315, Synergy_Bliss=1.32, Synergy_Loewe=-5.33, Synergy_HSA=0.00111.